Dataset: Forward reaction prediction with 1.9M reactions from USPTO patents (1976-2016). Task: Predict the product of the given reaction. (1) Given the reactants [OH:1][C:2]1[C:7]([CH3:8])=[CH:6][C:5]([CH2:9][CH2:10][C:11]([C:13]2[S:14][C:15]([CH2:24][CH3:25])=[C:16]([C:18]3[CH:23]=[CH:22][CH:21]=[CH:20][CH:19]=3)[CH:17]=2)=[O:12])=[CH:4][C:3]=1[CH3:26].[CH2:27]([CH:29]1[O:31][CH2:30]1)Cl, predict the reaction product. The product is: [CH3:26][C:3]1[CH:4]=[C:5]([CH2:9][CH2:10][C:11]([C:13]2[S:14][C:15]([CH2:24][CH3:25])=[C:16]([C:18]3[CH:23]=[CH:22][CH:21]=[CH:20][CH:19]=3)[CH:17]=2)=[O:12])[CH:6]=[C:7]([CH3:8])[C:2]=1[O:1][CH2:27][CH:29]1[CH2:30][O:31]1. (2) The product is: [Br:1][CH2:2][C:15]([C:16]1[CH:21]=[CH:20][CH:19]=[CH:18][C:17]=1[CH2:22][CH3:23])=[O:24]. Given the reactants [Br:1][CH:2](Br)C.[Li+].CC([N-]C(C)C)C.CO[C:15](=[O:24])[C:16]1[CH:21]=[CH:20][CH:19]=[CH:18][C:17]=1[CH2:22][CH3:23].C([Li])CCC.Cl, predict the reaction product.